From a dataset of Full USPTO retrosynthesis dataset with 1.9M reactions from patents (1976-2016). Predict the reactants needed to synthesize the given product. (1) Given the product [Cl:23][C:24]1[N:29]=[CH:28][C:27]([NH:30][C:31]2[N:33]=[CH:12][C:9]3[CH2:8][CH2:7][C:5]4[N:6]=[C:2]([CH3:1])[S:3][C:4]=4[C:10]=3[N:32]=2)=[CH:26][CH:25]=1, predict the reactants needed to synthesize it. The reactants are: [CH3:1][C:2]1[S:3][C:4]2[C:10](=O)[C:9](=[CH:12]N3CCOCC3)[CH2:8][CH2:7][C:5]=2[N:6]=1.[N+]([O-])(O)=O.[Cl:23][C:24]1[N:29]=[CH:28][C:27]([NH:30][C:31]([NH2:33])=[NH:32])=[CH:26][CH:25]=1.[OH-].[Na+]. (2) Given the product [CH2:24]([N:27]1[CH2:32][CH2:31][N:30]([CH2:3][C:4]2[CH:13]=[CH:12][C:11]([OH:14])=[C:10]3[C:5]=2[CH:6]=[CH:7][CH:8]=[N:9]3)[CH2:29][CH2:28]1)[C:25]#[CH:26], predict the reactants needed to synthesize it. The reactants are: Cl.Cl[CH2:3][C:4]1[CH:13]=[CH:12][C:11]([OH:14])=[C:10]2[C:5]=1[CH:6]=[CH:7][CH:8]=[N:9]2.C(N(C(C)C)CC)(C)C.[CH2:24]([N:27]1[CH2:32][CH2:31][NH:30][CH2:29][CH2:28]1)[C:25]#[CH:26]. (3) The reactants are: [Cl:1][C:2]1[CH:10]=[CH:9][CH:8]=[CH:7][C:3]=1[C:4]([OH:6])=O.[CH2:11]([NH:13][CH2:14][C:15]([CH2:21][NH:22][C:23]1[CH:31]=[C:30]([CH3:32])[CH:29]=[C:28]2[C:24]=1[CH:25]=[N:26][N:27]2[C:33]1[CH:38]=[CH:37][CH:36]=[CH:35][CH:34]=1)([OH:20])[C:16]([F:19])([F:18])[F:17])[CH3:12]. Given the product [Cl:1][C:2]1[CH:10]=[CH:9][CH:8]=[CH:7][C:3]=1[C:4]([N:13]([CH2:11][CH3:12])[CH2:14][C:15]([OH:20])([CH2:21][NH:22][C:23]1[CH:31]=[C:30]([CH3:32])[CH:29]=[C:28]2[C:24]=1[CH:25]=[N:26][N:27]2[C:33]1[CH:38]=[CH:37][CH:36]=[CH:35][CH:34]=1)[C:16]([F:18])([F:17])[F:19])=[O:6], predict the reactants needed to synthesize it. (4) Given the product [CH2:1]([N:8]1[CH:12]=[C:11]([C:13]2[CH:18]=[C:17]([CH2:19][CH2:20][CH3:21])[CH:16]=[C:15]([C:22]3[CH:27]=[CH:26][C:25]([O:28][CH3:29])=[CH:24][CH:23]=3)[C:14]=2[C:31]2[CH:36]=[CH:35][CH:34]=[CH:33][CH:32]=2)[CH:10]=[N:9]1)[C:2]1[CH:7]=[CH:6][CH:5]=[CH:4][CH:3]=1, predict the reactants needed to synthesize it. The reactants are: [CH2:1]([N:8]1[CH:12]=[C:11]([C:13]2[C:14](I)=[C:15]([C:22]3[CH:27]=[CH:26][C:25]([O:28][CH3:29])=[CH:24][CH:23]=3)[CH:16]=[C:17]([CH2:19][CH2:20][CH3:21])[CH:18]=2)[CH:10]=[N:9]1)[C:2]1[CH:7]=[CH:6][CH:5]=[CH:4][CH:3]=1.[C:31]1(B(O)O)[CH:36]=[CH:35][CH:34]=[CH:33][CH:32]=1.C([O-])([O-])=O.[K+].[K+]. (5) Given the product [C:44]([O:43][C:41]([N:38]1[CH2:37][CH2:36][C:35]([C:6]#[C:28][C:27]2[CH:30]=[CH:31][CH:32]=[CH:33][C:26]=2[F:25])([OH:34])[CH2:40][CH2:39]1)=[O:42])([CH3:47])([CH3:46])[CH3:45], predict the reactants needed to synthesize it. The reactants are: C(Br)(Br)(Br)Br.[C:6]1(P(C2C=CC=CC=2)C2C=CC=CC=2)C=CC=CC=1.[F:25][C:26]1[CH:33]=[CH:32][CH:31]=[CH:30][C:27]=1[CH:28]=O.[O:34]=[C:35]1[CH2:40][CH2:39][N:38]([C:41]([O:43][C:44]([CH3:47])([CH3:46])[CH3:45])=[O:42])[CH2:37][CH2:36]1.[Cl-].[NH4+]. (6) Given the product [C:1]([O:5][C:6]([N:8]1[CH2:15][CH2:14][N:13]([C:16]2[N:17]=[C:18]([C:26]3[C:27](=[O:42])[N:28]([CH2:43][OH:44])[C:29](=[O:41])[C:30]=3[C:31]3[C:39]4[C:34](=[C:35]([CH3:40])[CH:36]=[CH:37][CH:38]=4)[NH:33][CH:32]=3)[C:19]3[C:24]([CH:25]=2)=[CH:23][CH:22]=[CH:21][CH:20]=3)[CH2:12][C:9]21[CH2:11][CH2:10]2)=[O:7])([CH3:4])([CH3:2])[CH3:3], predict the reactants needed to synthesize it. The reactants are: [C:1]([O:5][C:6]([N:8]1[CH2:15][CH2:14][N:13]([C:16]2[N:17]=[C:18]([C:26]3[C:27](=[O:42])[NH:28][C:29](=[O:41])[C:30]=3[C:31]3[C:39]4[C:34](=[C:35]([CH3:40])[CH:36]=[CH:37][CH:38]=4)[NH:33][CH:32]=3)[C:19]3[C:24]([CH:25]=2)=[CH:23][CH:22]=[CH:21][CH:20]=3)[CH2:12][C:9]21[CH2:11][CH2:10]2)=[O:7])([CH3:4])([CH3:3])[CH3:2].[CH2:43]=[O:44]. (7) Given the product [NH2:30][C:29]1[C:10]2[C:11](=[N:12][C:13]([C:14]3[CH:19]=[CH:18][C:17]([Cl:20])=[CH:16][C:15]=3[Cl:21])=[C:8]([C:5]3[CH:4]=[CH:3][C:2]([Cl:1])=[CH:7][CH:6]=3)[CH:9]=2)[O:22][C:23]=1[C:24]([O:26][CH2:27][CH3:28])=[O:25], predict the reactants needed to synthesize it. The reactants are: [Cl:1][C:2]1[CH:7]=[CH:6][C:5]([C:8]2[CH:9]=[C:10]([C:29]#[N:30])[C:11]([O:22][CH2:23][C:24]([O:26][CH2:27][CH3:28])=[O:25])=[N:12][C:13]=2[C:14]2[CH:19]=[CH:18][C:17]([Cl:20])=[CH:16][C:15]=2[Cl:21])=[CH:4][CH:3]=1.C[Si]([N-][Si](C)(C)C)(C)C.[Li+].C1COCC1.